From a dataset of Catalyst prediction with 721,799 reactions and 888 catalyst types from USPTO. Predict which catalyst facilitates the given reaction. (1) The catalyst class is: 75. Product: [CH3:12][C:10]1([CH3:13])[CH2:11][C:7]([B:16]2[O:20][C:19]([CH3:22])([CH3:21])[C:18]([CH3:24])([CH3:23])[O:17]2)=[CH:8][CH2:9]1. Reactant: FC(F)(F)S(O[C:7]1[CH2:11][C:10]([CH3:13])([CH3:12])[CH2:9][CH:8]=1)(=O)=O.[B:16]1([B:16]2[O:20][C:19]([CH3:22])([CH3:21])[C:18]([CH3:24])([CH3:23])[O:17]2)[O:20][C:19]([CH3:22])([CH3:21])[C:18]([CH3:24])([CH3:23])[O:17]1.C([O-])(=O)C.[K+].C(Cl)Cl. (2) Reactant: [NH:1]1[C:9]2[C:4](=[C:5]([NH:10][C:11]3[N:23]=[CH:22][C:21]([CH:24]4[CH2:26][CH2:25]4)=[CH:20][C:12]=3[C:13]([O:15][C:16]([CH3:19])([CH3:18])[CH3:17])=[O:14])[CH:6]=[CH:7][CH:8]=2)[CH:3]=[CH:2]1.CC(C)([O-])C.[K+].Br[CH2:34][CH:35]1[CH2:39][CH2:38][O:37][CH2:36]1.O. Product: [CH:24]1([C:21]2[CH:22]=[N:23][C:11]([NH:10][C:5]3[CH:6]=[CH:7][CH:8]=[C:9]4[C:4]=3[CH:3]=[CH:2][N:1]4[CH2:34][CH:35]3[CH2:39][CH2:38][O:37][CH2:36]3)=[C:12]([CH:20]=2)[C:13]([O:15][C:16]([CH3:18])([CH3:19])[CH3:17])=[O:14])[CH2:26][CH2:25]1. The catalyst class is: 42. (3) Reactant: [OH:1][C:2]1[CH:3]=[C:4]([C:10](=[O:12])[CH3:11])[CH:5]=[CH:6][C:7]=1[O:8][CH3:9].C([O-])([O-])=O.[K+].[K+].Br[CH2:20][CH2:21][CH2:22][O:23][CH3:24]. Product: [CH3:9][O:8][C:7]1[CH:6]=[CH:5][C:4]([C:10](=[O:12])[CH3:11])=[CH:3][C:2]=1[O:1][CH2:20][CH2:21][CH2:22][O:23][CH3:24]. The catalyst class is: 21. (4) Reactant: [Al+3].[Cl-].[Cl-].[Cl-].[N+:5]([CH2:8][CH2:9][C:10](Cl)=[O:11])([O-:7])=[O:6].C([C:21]1[CH:26]=[CH:25][CH:24]=[CH:23][CH:22]=1)CCCCCCC.Cl. Product: [N+:5]([CH2:8][CH2:9][C:10]([C:21]1[CH:26]=[CH:25][CH:24]=[CH:23][CH:22]=1)=[O:11])([O-:7])=[O:6]. The catalyst class is: 2. (5) Reactant: [NH2:1][C@H:2]([CH:21]([CH3:23])[CH3:22])[C:3]([N:5]1[CH2:10][CH2:9][C@@:8]([C:12]2[CH:17]=[CH:16][C:15]([Cl:18])=[CH:14][CH:13]=2)([OH:11])[C@:7]([OH:20])([CH3:19])[CH2:6]1)=[O:4].[F:24][C:25]1([F:33])[CH2:29][CH2:28][C@@H:27]([C:30](O)=[O:31])[CH2:26]1.C1C=CC2N(O)N=NC=2C=1.C(Cl)CCl.CCN(C(C)C)C(C)C. Product: [Cl:18][C:15]1[CH:16]=[CH:17][C:12]([C@@:8]2([OH:11])[CH2:9][CH2:10][N:5]([C:3](=[O:4])[C@H:2]([NH:1][C:30]([C@@H:27]3[CH2:28][CH2:29][C:25]([F:33])([F:24])[CH2:26]3)=[O:31])[CH:21]([CH3:23])[CH3:22])[CH2:6][C@@:7]2([OH:20])[CH3:19])=[CH:13][CH:14]=1. The catalyst class is: 59. (6) Reactant: [F:1][C:2]1[CH:7]=[CH:6][C:5]([C:8]2[N:12]([CH2:13][CH:14]([CH3:16])[CH3:15])[N:11]=[C:10]([CH2:17]O)[CH:9]=2)=[CH:4][CH:3]=1.C1C=CC(P(C2C=CC=CC=2)C2C=CC=CC=2)=CC=1.C(Br)(Br)(Br)[Br:39]. Product: [F:1][C:2]1[CH:7]=[CH:6][C:5]([C:8]2[N:12]([CH2:13][CH:14]([CH3:16])[CH3:15])[N:11]=[C:10]([CH2:17][Br:39])[CH:9]=2)=[CH:4][CH:3]=1. The catalyst class is: 2. (7) Reactant: CON(C)[C:4](=[O:19])[C:5]1[CH:10]=[CH:9][C:8]([C:11]([F:14])([F:13])[F:12])=[CH:7][C:6]=1[O:15][CH2:16][CH2:17][CH3:18].[H-].[H-].[H-].[H-].[Li+].[Al+3]. Product: [CH2:16]([O:15][C:6]1[CH:7]=[C:8]([C:11]([F:12])([F:13])[F:14])[CH:9]=[CH:10][C:5]=1[CH:4]=[O:19])[CH2:17][CH3:18]. The catalyst class is: 1. (8) Reactant: [Br:1][C:2]1[C:3]([O:16][CH3:17])=[C:4]([NH:8][C:9](=[O:15])/[CH:10]=[CH:11]/OCC)[CH:5]=[CH:6][CH:7]=1. Product: [Br:1][C:2]1[C:3]([O:16][CH3:17])=[C:4]2[C:5]([CH:11]=[CH:10][C:9]([OH:15])=[N:8]2)=[CH:6][CH:7]=1. The catalyst class is: 82. (9) Reactant: Cl.[CH3:2][S:3]([C:6]1[CH:12]=[CH:11][C:9]([NH2:10])=[CH:8][CH:7]=1)(=[O:5])=[O:4].C(=O)([O-])[O-].[Ca+2].[C:18](Cl)(Cl)=[S:19]. Product: [N:10]([C:9]1[CH:11]=[CH:12][C:6]([S:3]([CH3:2])(=[O:4])=[O:5])=[CH:7][CH:8]=1)=[C:18]=[S:19]. The catalyst class is: 34.